This data is from Choline transporter screen with 302,306 compounds. The task is: Binary Classification. Given a drug SMILES string, predict its activity (active/inactive) in a high-throughput screening assay against a specified biological target. (1) The compound is Clc1cc([N+]([O-])=O)c(C(OCC=2NC(=O)NC(C2C(OCC)=O)C)=O)cc1. The result is 0 (inactive). (2) The molecule is O=C(N1CCN(CC1)c1ccc(NC(=O)c2cc3OCOc3cc2)cc1)c1occc1. The result is 0 (inactive). (3) The drug is Clc1sc(/C=N\NC(=O)C(O)c2ccccc2)cc1. The result is 0 (inactive). (4) The compound is O(c1c2c(CCCC)cc(oc2cc(c1)C)=O)C(C(=O)NCc1cccnc1)C. The result is 0 (inactive). (5) The drug is OC=1/C(=C\NNc2cc3c(cc2)cccc3)C=CC(=O)C1. The result is 0 (inactive).